This data is from Catalyst prediction with 721,799 reactions and 888 catalyst types from USPTO. The task is: Predict which catalyst facilitates the given reaction. (1) Reactant: [Br:1][C:2]1[CH:7]=[CH:6][C:5]([C@@H:8]2[CH2:12][CH2:11][C:10](=O)[CH2:9]2)=[CH:4][CH:3]=1.[C-]#N.[K+].[C:17](=[O:20])([O-])[O-].[NH4+:21].[NH4+:22].C[CH2:24][OH:25]. Product: [Br:1][C:2]1[CH:7]=[CH:6][C:5]([C@@H:8]2[CH2:12][CH2:11][C:10]3([NH:22][C:24](=[O:25])[NH:21][C:17]3=[O:20])[CH2:9]2)=[CH:4][CH:3]=1. The catalyst class is: 6. (2) Reactant: [C:1]1([CH:7]2[CH2:12][CH2:11][N:10]([CH2:13][CH2:14][CH2:15][C:16]#[N:17])[CH2:9][CH2:8]2)[CH:6]=[CH:5][CH:4]=[CH:3][CH:2]=1.Cl.[OH-].[Na+]. Product: [NH2:17][CH2:16][CH2:15][CH2:14][CH2:13][N:10]1[CH2:9][CH2:8][CH:7]([C:1]2[CH:6]=[CH:5][CH:4]=[CH:3][CH:2]=2)[CH2:12][CH2:11]1. The catalyst class is: 1. (3) Reactant: [C:1]([N:4]([C:12]1[C:16]2[CH:17]=[C:18]([C:21]3[CH:26]=[C:25]([Cl:27])[CH:24]=[CH:23][C:22]=3[O:28][C:29]3[CH:34]=[C:33]([F:35])[C:32]([S:36](=[O:55])(=[O:54])[N:37](CC4C=CC(OC)=CC=4OC)[C:38]4[S:42][N:41]=[CH:40][N:39]=4)=[CH:31][C:30]=3[F:56])[CH:19]=[CH:20][C:15]=2[O:14][N:13]=1)C(=O)OC(C)(C)C)(=[O:3])[CH3:2].FC(F)(F)C(O)=O. Product: [S:42]1[C:38]([NH:37][S:36]([C:32]2[C:33]([F:35])=[CH:34][C:29]([O:28][C:22]3[CH:23]=[CH:24][C:25]([Cl:27])=[CH:26][C:21]=3[C:18]3[CH:19]=[CH:20][C:15]4[O:14][N:13]=[C:12]([NH:4][C:1](=[O:3])[CH3:2])[C:16]=4[CH:17]=3)=[C:30]([F:56])[CH:31]=2)(=[O:54])=[O:55])=[N:39][CH:40]=[N:41]1. The catalyst class is: 4.